Dataset: Reaction yield outcomes from USPTO patents with 853,638 reactions. Task: Predict the reaction yield, written as a fraction of the theoretical maximum amount of product (1.0 means a 100% yield; for example, 0.34 means a 34% yield). (1) The reactants are [C:1](Cl)(Cl)=[O:2].[OH:5][C:6]1[N:11]=[CH:10][C:9]([NH:12][C:13](=[O:20])[C:14]2[CH:19]=[CH:18][CH:17]=[CH:16][CH:15]=2)=[CH:8][CH:7]=1.C(N(CC)CC)C.N12CCN(CC1)CC2.[N:36]1[CH:41]=[CH:40][CH:39]=[CH:38][C:37]=1[N:42]1[CH2:47][CH2:46][NH:45][CH2:44][CH2:43]1. The catalyst is ClCCl. The product is [C:13]([NH:12][C:9]1[CH:8]=[CH:7][C:6]([O:5][C:1]([N:45]2[CH2:46][CH2:47][N:42]([C:37]3[CH:38]=[CH:39][CH:40]=[CH:41][N:36]=3)[CH2:43][CH2:44]2)=[O:2])=[N:11][CH:10]=1)(=[O:20])[C:14]1[CH:19]=[CH:18][CH:17]=[CH:16][CH:15]=1. The yield is 0.0600. (2) The reactants are [Cl:1][C:2]1[CH:3]=[C:4]([CH2:13][CH2:14][CH3:15])[CH:5]=[C:6]2[C:10]=1[C:9](=[O:11])[O:8][CH:7]2[OH:12].C(=O)([O-])[O-].[K+].[K+].I[CH2:23][CH3:24].Cl. The catalyst is CN(C=O)C.O. The product is [Cl:1][C:2]1[CH:3]=[C:4]([CH2:13][CH2:14][CH3:15])[CH:5]=[C:6]([CH:7]=[O:12])[C:10]=1[C:9]([O:8][CH2:23][CH3:24])=[O:11]. The yield is 0.930.